This data is from Full USPTO retrosynthesis dataset with 1.9M reactions from patents (1976-2016). The task is: Predict the reactants needed to synthesize the given product. (1) Given the product [C:8]([O:12][C:13]([NH:15][C@H:16]([C:21]([NH:27][C@H:28]1[C@H:30]([OH:33])[CH2:3][O:4][CH2:29]1)=[O:23])[CH2:17][CH:18]([CH3:19])[CH3:20])=[O:14])([CH3:9])([CH3:10])[CH3:11], predict the reactants needed to synthesize it. The reactants are: CC(C)(C)[C:3](Cl)=[O:4].[C:8]([O:12][C:13]([NH:15][C@H:16]([C:21]([OH:23])=O)[CH2:17][CH:18]([CH3:20])[CH3:19])=[O:14])([CH3:11])([CH3:10])[CH3:9].C([N:27](CC)[CH:28]([CH3:30])[CH3:29])(C)C.[OH2:33]. (2) Given the product [NH2:28][C:25]1[CH:26]=[CH:27][C:22]([CH2:21][NH:20][C:12]2[C:13]3[C:18]([CH3:19])=[N:17][CH:16]=[N:15][C:14]=3[N:9]([OH:8])[C:10](=[O:31])[CH:11]=2)=[CH:23][CH:24]=1, predict the reactants needed to synthesize it. The reactants are: C([O:8][N:9]1[C:14]2[N:15]=[CH:16][N:17]=[C:18]([CH3:19])[C:13]=2[C:12]([NH:20][CH2:21][C:22]2[CH:27]=[CH:26][C:25]([N+:28]([O-])=O)=[CH:24][CH:23]=2)=[CH:11][C:10]1=[O:31])C1C=CC=CC=1.CO.[H][H]. (3) Given the product [Cl:1][CH2:2][C:3]1[C:11]([CH3:12])=[CH:10][C:6]2[O:7][CH2:8][O:9][C:5]=2[CH:4]=1, predict the reactants needed to synthesize it. The reactants are: [ClH:1].[CH3:2][C:3]1[CH:11]=[CH:10][C:6]2[O:7][CH2:8][O:9][C:5]=2[CH:4]=1.[CH2:12]=O. (4) Given the product [F:25][C:21]1[CH:20]=[C:19]([C@H:18]2[O:17][C:16](=[O:26])[NH:15][C@@H:14]2[C:10]2[CH:11]=[N:12][CH:13]=[C:8]([C:7]#[C:6][CH2:5][CH:1]3[CH2:4][CH2:3][CH2:2][O:31]3)[CH:9]=2)[CH:24]=[CH:23][CH:22]=1, predict the reactants needed to synthesize it. The reactants are: [CH:1]1([CH2:5][C:6]#[C:7][C:8]2[CH:9]=[C:10]([C@@H:14]3[C@@H:18]([C:19]4[CH:24]=[CH:23][CH:22]=[C:21]([F:25])[CH:20]=4)[O:17][C:16](=[O:26])[NH:15]3)[CH:11]=[N:12][CH:13]=2)[CH2:4][CH2:3][CH2:2]1.C(C1CCC[O:31]1)C#C.BrC1C=C([C@@H]2[C@@H](C3C=CC=C(F)C=3)OC(=O)N2)C=NC=1. (5) Given the product [C:41]([NH:1][C:2]1[CH:7]=[C:6]([O:8][C:9]2[CH:10]=[CH:11][C:12]([NH:15][C:16]([C:18]3[C:19](=[O:33])[N:20]([C:27]4[CH:28]=[CH:29][CH:30]=[CH:31][CH:32]=4)[N:21]4[CH2:26][CH2:25][CH2:24][CH2:23][C:22]=34)=[O:17])=[N:13][CH:14]=2)[CH:5]=[CH:4][N:3]=1)(=[O:43])[CH3:42], predict the reactants needed to synthesize it. The reactants are: [NH2:1][C:2]1[CH:7]=[C:6]([O:8][C:9]2[CH:10]=[CH:11][C:12]([NH:15][C:16]([C:18]3[C:19](=[O:33])[N:20]([C:27]4[CH:32]=[CH:31][CH:30]=[CH:29][CH:28]=4)[N:21]4[CH2:26][CH2:25][CH2:24][CH2:23][C:22]=34)=[O:17])=[N:13][CH:14]=2)[CH:5]=[CH:4][N:3]=1.CCN(CC)CC.[C:41](OC(=O)C)(=[O:43])[CH3:42].